Predict the product of the given reaction. From a dataset of Forward reaction prediction with 1.9M reactions from USPTO patents (1976-2016). Given the reactants [Br:1][C:2]1[CH:3]=[CH:4][C:5]([I:11])=[C:6]([CH:10]=1)[C:7](O)=O.[Cl:12][C:13]1[S:14][CH:15]=[CH:16][CH:17]=1, predict the reaction product. The product is: [Br:1][C:2]1[CH:3]=[CH:4][C:5]([I:11])=[C:6]([CH2:7][C:15]2[S:14][C:13]([Cl:12])=[CH:17][CH:16]=2)[CH:10]=1.